From a dataset of Reaction yield outcomes from USPTO patents with 853,638 reactions. Predict the reaction yield, written as a fraction of the theoretical maximum amount of product (1.0 means a 100% yield; for example, 0.34 means a 34% yield). (1) The reactants are [OH:1][C:2]1[CH:3]=[C:4]2[C:9](=[CH:10][C:11]=1[O:12][CH3:13])[N:8]=[CH:7][CH:6]=[CH:5]2.Cl[C:15]1[C:24]2[C:19](=[CH:20][C:21]([O:27][CH3:28])=[C:22]([O:25][CH3:26])[CH:23]=2)[N:18]=[CH:17][CH:16]=1.O. The catalyst is CN(C)C1C=CN=CC=1.ClC1C=CC=CC=1Cl. The product is [CH3:26][O:25][C:22]1[CH:23]=[C:24]2[C:19](=[CH:20][C:21]=1[O:27][CH3:28])[N:18]=[CH:17][CH:16]=[C:15]2[O:1][C:2]1[CH:3]=[C:4]2[C:9](=[CH:10][C:11]=1[O:12][CH3:13])[N:8]=[CH:7][CH:6]=[CH:5]2. The yield is 1.00. (2) The reactants are [NH2:1][C:2]1[CH:7]=[CH:6][C:5]([OH:8])=[CH:4][CH:3]=1.CC(C)([O-])C.[K+].[CH3:15][NH:16][C:17]([C:19]1[CH:24]=[C:23](Cl)[CH:22]=[CH:21][N:20]=1)=[O:18].C([O-])([O-])=O.[K+].[K+]. The catalyst is CN(C=O)C. The product is [CH3:15][NH:16][C:17]([C:19]1[CH:24]=[C:23]([O:8][C:5]2[CH:6]=[CH:7][C:2]([NH2:1])=[CH:3][CH:4]=2)[CH:22]=[CH:21][N:20]=1)=[O:18]. The yield is 0.840. (3) The reactants are [CH3:1][C:2]1[CH:7]=[C:6]([N:8]2[CH2:13][CH2:12][C:11](=[O:14])[CH2:10][CH2:9]2)[CH:5]=[C:4]([CH3:15])[C:3]=1[C:16]1[N:17]=[C:18]([NH:21][C:22](=[O:29])[C:23]2[CH:28]=[CH:27][N:26]=[CH:25][CH:24]=2)[S:19][CH:20]=1.[BH4-].[Na+].[NH4+].[Cl-]. The catalyst is CO. The product is [OH:14][CH:11]1[CH2:12][CH2:13][N:8]([C:6]2[CH:5]=[C:4]([CH3:15])[C:3]([C:16]3[N:17]=[C:18]([NH:21][C:22](=[O:29])[C:23]4[CH:28]=[CH:27][N:26]=[CH:25][CH:24]=4)[S:19][CH:20]=3)=[C:2]([CH3:1])[CH:7]=2)[CH2:9][CH2:10]1. The yield is 0.900.